Dataset: Forward reaction prediction with 1.9M reactions from USPTO patents (1976-2016). Task: Predict the product of the given reaction. (1) The product is: [CH3:18][N:5]1[C:6]([C:7]2[CH:17]=[CH:16][C:10]3[O:11][CH2:12][C:13](=[O:15])[NH:14][C:9]=3[CH:8]=2)=[C:2]([C:21]2[CH:26]=[CH:25][C:24]([CH3:27])=[CH:23][CH:22]=2)[C:3]([CH3:19])=[N:4]1. Given the reactants Br[C:2]1[C:3]([CH3:19])=[N:4][N:5]([CH3:18])[C:6]=1[C:7]1[CH:17]=[CH:16][C:10]2[O:11][CH2:12][C:13](=[O:15])[NH:14][C:9]=2[CH:8]=1.B(O)(O)[C:21]1[CH:22]=[CH:23][C:24]([CH3:27])=[CH:25][CH:26]=1.[O-]P([O-])([O-])=O.[K+].[K+].[K+], predict the reaction product. (2) Given the reactants [O:1]1[C:10]2[C:5](=[CH:6][C:7]([C:11]3[C:16]([CH:17]4[CH2:19][CH2:18]4)=[CH:15][C:14]([N+:20]([O-])=O)=[C:13]([CH3:23])[C:12]=3[CH:24]([O:29][CH:30]3[CH2:32][CH2:31]3)[C:25]([O:27][CH3:28])=[O:26])=[CH:8][CH:9]=2)[CH2:4][CH2:3][CH2:2]1, predict the reaction product. The product is: [NH2:20][C:14]1[CH:15]=[C:16]([CH:17]2[CH2:19][CH2:18]2)[C:11]([C:7]2[CH:6]=[C:5]3[C:10](=[CH:9][CH:8]=2)[O:1][CH2:2][CH2:3][CH2:4]3)=[C:12]([CH:24]([O:29][CH:30]2[CH2:31][CH2:32]2)[C:25]([O:27][CH3:28])=[O:26])[C:13]=1[CH3:23]. (3) Given the reactants [NH2:1][C@@H:2]([CH3:21])[CH2:3][O:4][C:5]1[CH:20]=[CH:19][C:8]([C:9]([O:11][CH2:12][C:13]2[CH:18]=[CH:17][CH:16]=[CH:15][CH:14]=2)=[O:10])=[CH:7][CH:6]=1.[N+:22]([C:25]1[CH:32]=[CH:31][CH:30]=[CH:29][C:26]=1[CH:27]=O)([O-:24])=[O:23].[BH3-]C#N.[Na+], predict the reaction product. The product is: [N+:22]([C:25]1[CH:32]=[CH:31][CH:30]=[CH:29][C:26]=1[CH2:27][NH:1][C@@H:2]([CH3:21])[CH2:3][O:4][C:5]1[CH:20]=[CH:19][C:8]([C:9]([O:11][CH2:12][C:13]2[CH:14]=[CH:15][CH:16]=[CH:17][CH:18]=2)=[O:10])=[CH:7][CH:6]=1)([O-:24])=[O:23].